The task is: Predict the reactants needed to synthesize the given product.. This data is from Full USPTO retrosynthesis dataset with 1.9M reactions from patents (1976-2016). (1) Given the product [NH2:40][CH2:41][CH:42]1[CH:43]([OH:47])[CH2:44][N:45]([C:2]2[C:7]([C:8]3[CH:9]=[N:10][CH:11]=[C:12]([F:14])[CH:13]=3)=[CH:6][C:5]([C:15]([NH:17][C:18]3[CH:19]=[CH:20][C:21]([O:24][C:25]([Cl:28])([F:26])[F:27])=[CH:22][CH:23]=3)=[O:16])=[CH:4][N:3]=2)[CH2:46]1, predict the reactants needed to synthesize it. The reactants are: Cl[C:2]1[C:7]([C:8]2[CH:9]=[N:10][CH:11]=[C:12]([F:14])[CH:13]=2)=[CH:6][C:5]([C:15]([NH:17][C:18]2[CH:23]=[CH:22][C:21]([O:24][C:25]([Cl:28])([F:27])[F:26])=[CH:20][CH:19]=2)=[O:16])=[CH:4][N:3]=1.CCN(C(C)C)C(C)C.Cl.Cl.[NH2:40][CH2:41][CH:42]1[CH2:46][NH:45][CH2:44][CH:43]1[OH:47].C([O-])([O-])=O.[Na+].[Na+]. (2) Given the product [CH3:1][C:2]1[C:3]([C:12]([N:54]2[CH2:53][CH2:52][N:51]([S:48]([C:45]3[CH:46]=[CH:47][C:42]([O:41][C:40]([F:57])([F:58])[F:39])=[CH:43][CH:44]=3)(=[O:49])=[O:50])[CH2:56][CH2:55]2)=[O:14])=[CH:4][CH:5]=[C:6]2[C:11]=1[N:10]=[CH:9][CH:8]=[CH:7]2, predict the reactants needed to synthesize it. The reactants are: [CH3:1][C:2]1[C:3]([C:12]([OH:14])=O)=[CH:4][CH:5]=[C:6]2[C:11]=1[N:10]=[CH:9][CH:8]=[CH:7]2.CN(C(ON1N=NC2C=CC=NC1=2)=[N+](C)C)C.F[P-](F)(F)(F)(F)F.[F:39][C:40]([F:58])([F:57])[O:41][C:42]1[CH:47]=[CH:46][C:45]([S:48]([N:51]2[CH2:56][CH2:55][NH:54][CH2:53][CH2:52]2)(=[O:50])=[O:49])=[CH:44][CH:43]=1.CCN(C(C)C)C(C)C. (3) Given the product [F:15][C:14]([F:17])([F:16])[C:11]1[CH:12]=[CH:13][C:8]([C:6]2[N:5]=[CH:4][N:3]=[C:2]([NH:18][C:19]3[CH:20]=[C:21]4[C:25](=[CH:26][CH:27]=3)[CH2:24][CH:23]([NH2:28])[CH2:22]4)[CH:7]=2)=[CH:9][CH:10]=1, predict the reactants needed to synthesize it. The reactants are: Cl[C:2]1[CH:7]=[C:6]([C:8]2[CH:13]=[CH:12][C:11]([C:14]([F:17])([F:16])[F:15])=[CH:10][CH:9]=2)[N:5]=[CH:4][N:3]=1.[NH2:18][C:19]1[CH:20]=[C:21]2[C:25](=[CH:26][CH:27]=1)[CH2:24][CH:23]([NH:28]C(=O)OC(C)(C)C)[CH2:22]2.